From a dataset of Forward reaction prediction with 1.9M reactions from USPTO patents (1976-2016). Predict the product of the given reaction. Given the reactants C(N(C(C)C)CC)(C)C.[C:10]([O:14][C:15](=[O:23])[NH:16][CH:17]1[CH2:22][CH2:21][NH:20][CH2:19][CH2:18]1)([CH3:13])([CH3:12])[CH3:11].[Cl:24][C:25]1[N:30]=[CH:29][C:28]([S:31](Cl)(=[O:33])=[O:32])=[CH:27][CH:26]=1, predict the reaction product. The product is: [C:10]([O:14][C:15](=[O:23])[NH:16][CH:17]1[CH2:22][CH2:21][N:20]([S:31]([C:28]2[CH:29]=[N:30][C:25]([Cl:24])=[CH:26][CH:27]=2)(=[O:33])=[O:32])[CH2:19][CH2:18]1)([CH3:13])([CH3:11])[CH3:12].